From a dataset of Full USPTO retrosynthesis dataset with 1.9M reactions from patents (1976-2016). Predict the reactants needed to synthesize the given product. (1) Given the product [ClH:1].[ClH:1].[N:26]1([CH2:2][C:3]2[CH:8]=[CH:7][C:6]([C:9]3[O:13][N:12]=[C:11]([CH2:14][CH:15]4[CH2:20][CH2:19][N:18]([CH:21]5[CH2:25][CH2:24][CH2:23][CH2:22]5)[CH2:17][CH2:16]4)[N:10]=3)=[CH:5][CH:4]=2)[CH2:31][CH2:30][CH2:29][CH2:28][CH2:27]1, predict the reactants needed to synthesize it. The reactants are: [Cl:1][CH2:2][C:3]1[CH:8]=[CH:7][C:6]([C:9]2[O:13][N:12]=[C:11]([CH2:14][CH:15]3[CH2:20][CH2:19][N:18]([CH:21]4[CH2:25][CH2:24][CH2:23][CH2:22]4)[CH2:17][CH2:16]3)[N:10]=2)=[CH:5][CH:4]=1.[NH:26]1[CH2:31][CH2:30][CH2:29][CH2:28][CH2:27]1. (2) Given the product [Cl:3][C:4]1[C:9]([CH2:10][CH2:11][NH:2][CH3:1])=[CH:8][N:7]=[C:6]2[N:13]([S:16]([C:19]3[CH:25]=[CH:24][C:22]([CH3:23])=[CH:21][CH:20]=3)(=[O:18])=[O:17])[CH:14]=[CH:15][C:5]=12, predict the reactants needed to synthesize it. The reactants are: [CH3:1][NH2:2].[Cl:3][C:4]1[C:9]([CH2:10][CH:11]=O)=[CH:8][N:7]=[C:6]2[N:13]([S:16]([C:19]3[CH:25]=[CH:24][C:22]([CH3:23])=[CH:21][CH:20]=3)(=[O:18])=[O:17])[CH:14]=[CH:15][C:5]=12.[BH-](OC(C)=O)(OC(C)=O)OC(C)=O.[Na+].[BH4-].[Na+]. (3) Given the product [C:1]([C:3]1[C:11]2[C:10]([O:12][CH:13]3[CH2:16][CH:15]([NH:17][C:18](=[O:21])[CH:19]=[CH2:20])[CH2:14]3)=[N:9][C:8]([NH:22][C:23]3[CH:24]=[N:25][N:26]([CH3:28])[CH:27]=3)=[N:7][C:6]=2[NH:5][CH:4]=1)#[N:2], predict the reactants needed to synthesize it. The reactants are: [C:1]([C:3]1[C:11]2[C:10]([O:12][C@H:13]3[CH2:16][C@H:15]([NH:17][C:18](=[O:21])[CH:19]=[CH2:20])[CH2:14]3)=[N:9][C:8]([NH:22][C:23]3[CH:24]=[N:25][N:26]([CH3:28])[CH:27]=3)=[N:7][C:6]=2[N:5](COCC[Si](C)(C)C)[CH:4]=1)#[N:2].C(O)(C(F)(F)F)=O.O. (4) Given the product [F:33][C:31]1[CH:32]=[C:27]([CH:28]=[C:29]([F:34])[CH:30]=1)[CH2:26][C:23]1[CH:24]=[C:25]2[C:20](=[CH:21][CH:22]=1)[NH:19][N:18]=[C:17]2[NH:16][C:14](=[O:15])[C:13]1[CH:35]=[CH:36][C:37]([N:39]2[CH2:40][CH2:41][N:42]([CH3:45])[CH2:43][CH2:44]2)=[CH:38][C:12]=1[NH:11][CH2:10][CH2:9][OH:8], predict the reactants needed to synthesize it. The reactants are: [Si]([O:8][CH2:9][CH2:10][NH:11][C:12]1[CH:38]=[C:37]([N:39]2[CH2:44][CH2:43][N:42]([CH3:45])[CH2:41][CH2:40]2)[CH:36]=[CH:35][C:13]=1[C:14]([NH:16][C:17]1[C:25]2[C:20](=[CH:21][CH:22]=[C:23]([CH2:26][C:27]3[CH:32]=[C:31]([F:33])[CH:30]=[C:29]([F:34])[CH:28]=3)[CH:24]=2)[NH:19][N:18]=1)=[O:15])(C(C)(C)C)(C)C.CCCC[N+](CCCC)(CCCC)CCCC.[F-].